This data is from Forward reaction prediction with 1.9M reactions from USPTO patents (1976-2016). The task is: Predict the product of the given reaction. Given the reactants Br[C:2]1[C:3]([CH3:11])=[N:4][C:5]([N+:8]([O-:10])=[O:9])=[CH:6][CH:7]=1.C([O-])([O-])=O.[K+].[K+].[Cl:18][C:19]1[CH:24]=[C:23]([OH:25])[CH:22]=[CH:21][N:20]=1.O, predict the reaction product. The product is: [Cl:18][C:19]1[CH:24]=[C:23]([O:25][C:2]2[C:3]([CH3:11])=[N:4][C:5]([N+:8]([O-:10])=[O:9])=[CH:6][CH:7]=2)[CH:22]=[CH:21][N:20]=1.